This data is from Catalyst prediction with 721,799 reactions and 888 catalyst types from USPTO. The task is: Predict which catalyst facilitates the given reaction. (1) Reactant: [CH2:1]([O:3][C:4]([N:6]1[C:15]2[C:10](=[N:11][C:12]([O:16][CH3:17])=[CH:13][CH:14]=2)[C@@H:9]([NH:18][C:19]2[N:24]=[C:23]([CH2:25][C:26]3[CH:31]=[C:30]([C:32]([F:35])([F:34])[F:33])[CH:29]=[C:28]([C:36]([F:39])([F:38])[F:37])[CH:27]=3)[C:22]([S:40](=[O:51])(=[O:50])[N:41](C(OC(C)(C)C)=O)[CH3:42])=[CH:21][N:20]=2)[CH2:8][C@H:7]1[CH2:52][CH3:53])=[O:5])[CH3:2].Cl.[C:55]([O:58]CC)(=[O:57])C. Product: [CH2:1]([O:3][C:4]([N:6]1[C:15]2[C:10](=[N:11][C:12]([O:16][CH3:17])=[CH:13][CH:14]=2)[C@@H:9]([NH:18][C:19]2[N:24]=[C:23]([CH2:25][C:26]3[CH:27]=[C:28]([C:36]([F:39])([F:37])[F:38])[CH:29]=[C:30]([C:32]([F:33])([F:34])[F:35])[CH:31]=3)[C:22]([S:40](=[O:50])(=[O:51])[NH:41][CH2:42][C:55]([OH:58])=[O:57])=[CH:21][N:20]=2)[CH2:8][C@H:7]1[CH2:52][CH3:53])=[O:5])[CH3:2]. The catalyst class is: 13. (2) Reactant: [CH3:1][S:2](Cl)(=[O:4])=[O:3].[OH:6][C:7]1[CH:12]=[C:11]([CH3:13])[C:10]([C:14]2[CH:19]=[CH:18][CH:17]=[C:16]([CH2:20][O:21][C:22]3[CH:29]=[CH:28][C:25]([CH:26]=[O:27])=[CH:24][CH:23]=3)[CH:15]=2)=[C:9]([CH3:30])[CH:8]=1.C(N(CC)CC)C. Product: [CH3:1][S:2]([O:6][C:7]1[CH:8]=[C:9]([CH3:30])[C:10]([C:14]2[CH:19]=[CH:18][CH:17]=[C:16]([CH2:20][O:21][C:22]3[CH:23]=[CH:24][C:25]([CH:26]=[O:27])=[CH:28][CH:29]=3)[CH:15]=2)=[C:11]([CH3:13])[CH:12]=1)(=[O:4])=[O:3]. The catalyst class is: 13. (3) Reactant: Cl[C:2]1[C:11]2[C:6](=[CH:7][C:8]([O:30][CH3:31])=[C:9]([C:12]3[N:17]=[N:16][C:15]([N:18]([CH3:29])[CH:19]4[CH2:24][C:23]([CH3:26])([CH3:25])[NH:22][C:21]([CH3:28])([CH3:27])[CH2:20]4)=[CH:14][CH:13]=3)[CH:10]=2)[N:5]=[C:4]([CH3:32])[CH:3]=1.[CH:33]1([B-](F)(F)F)[CH2:35][CH2:34]1.C(P(C12CC3CC(CC(C3)C1)C2)C12CC3CC(CC(C3)C1)C2)CCC.C(=O)([O-])[O-].[Cs+].[Cs+]. Product: [CH:33]1([C:2]2[C:11]3[C:6](=[CH:7][C:8]([O:30][CH3:31])=[C:9]([C:12]4[N:17]=[N:16][C:15]([N:18]([CH3:29])[CH:19]5[CH2:20][C:21]([CH3:28])([CH3:27])[NH:22][C:23]([CH3:26])([CH3:25])[CH2:24]5)=[CH:14][CH:13]=4)[CH:10]=3)[N:5]=[C:4]([CH3:32])[CH:3]=2)[CH2:35][CH2:34]1. The catalyst class is: 93. (4) Reactant: [CH3:1][O:2][N:3]([CH3:26])[C:4]([C:6]1[CH:11]=[CH:10][CH:9]=[C:8]([F:12])[C:7]=1[C:13]1[CH2:18][CH2:17][N:16]([C:19]([O:21][C:22]([CH3:25])([CH3:24])[CH3:23])=[O:20])[CH2:15][CH:14]=1)=[O:5]. Product: [CH3:1][O:2][N:3]([CH3:26])[C:4]([C:6]1[CH:11]=[CH:10][CH:9]=[C:8]([F:12])[C:7]=1[CH:13]1[CH2:14][CH2:15][N:16]([C:19]([O:21][C:22]([CH3:24])([CH3:23])[CH3:25])=[O:20])[CH2:17][CH2:18]1)=[O:5]. The catalyst class is: 867. (5) Reactant: [C:1]1([N:7]2[C:12](=[O:13])[C:11]3[S:14][CH:15]=[C:16]([C:17]4[CH:22]=[CH:21][CH:20]=[CH:19][CH:18]=4)[C:10]=3[N:9]=[CH:8]2)[CH:6]=[CH:5][CH:4]=[CH:3][CH:2]=1.N[C:24]1[C:28]([C:24]2[C:25]3[C:24](=[CH:28][CH:27]=CC=3)[CH:25]=[CH:27][CH:28]=2)=[CH:27]S[C:25]=1C(OC)=O.[CH:43](OCC)(OCC)[O:44]CC.COC1C=CC(N)=CC=1. Product: [CH3:43][O:44][C:4]1[CH:5]=[CH:6][C:1]([N:7]2[C:12](=[O:13])[C:11]3[S:14][CH:15]=[C:16]([C:17]4[C:18]5[C:19](=[CH:25][CH:24]=[CH:28][CH:27]=5)[CH:20]=[CH:21][CH:22]=4)[C:10]=3[N:9]=[CH:8]2)=[CH:2][CH:3]=1. The catalyst class is: 15. (6) Reactant: [Br:1][C:2]1[CH:10]=[C:9]2[C:5]([CH2:6][C:7]3([CH2:16][CH2:15][C:14](=[O:17])[CH2:13][CH2:12]3)[C:8]2=[O:11])=[CH:4][CH:3]=1.[BH4-].[Na+]. Product: [Br:1][C:2]1[CH:10]=[C:9]2[C:5]([CH2:6][C:7]3([CH2:16][CH2:15][CH:14]([OH:17])[CH2:13][CH2:12]3)[C:8]2=[O:11])=[CH:4][CH:3]=1. The catalyst class is: 1. (7) Reactant: [OH:1][C:2]1[CH:10]=[C:9]2[C:5]([CH:6]=[CH:7][N:8]2[C:11]2[N:15]([CH3:16])[N:14]=[C:13]([CH3:17])[C:12]=2/[CH:18]=[CH:19]/[C:20]([O:22][CH2:23][CH3:24])=[O:21])=[CH:4][CH:3]=1.[CH:25](O)([CH3:27])[CH3:26].C(P(CCCC)CCCC)CCC.N(C(N1CCCCC1)=O)=NC(N1CCCCC1)=O. Product: [CH:25]([O:1][C:2]1[CH:10]=[C:9]2[C:5]([CH:6]=[CH:7][N:8]2[C:11]2[N:15]([CH3:16])[N:14]=[C:13]([CH3:17])[C:12]=2/[CH:18]=[CH:19]/[C:20]([O:22][CH2:23][CH3:24])=[O:21])=[CH:4][CH:3]=1)([CH3:27])[CH3:26]. The catalyst class is: 7. (8) Reactant: [I:1][C:2]1[CH:3]=[CH:4][C:5]2[N:6]([C:8]([S:11][C:12]3[CH:17]=[CH:16][C:15]([N+:18]([O-])=O)=[CH:14][CH:13]=3)=[N:9][N:10]=2)[CH:7]=1.Cl. Product: [I:1][C:2]1[CH:3]=[CH:4][C:5]2[N:6]([C:8]([S:11][C:12]3[CH:17]=[CH:16][C:15]([NH2:18])=[CH:14][CH:13]=3)=[N:9][N:10]=2)[CH:7]=1. The catalyst class is: 8.